Task: Predict the reaction yield, written as a fraction of the theoretical maximum amount of product (1.0 means a 100% yield; for example, 0.34 means a 34% yield).. Dataset: Reaction yield outcomes from USPTO patents with 853,638 reactions (1) The reactants are [Br:1][C:2]1[CH:10]=[C:9]2[C:5]([CH2:6][CH2:7][C:8]2=[O:11])=[CH:4][CH:3]=1.Br[CH2:13][CH2:14][CH:15]([O:19][CH3:20])[CH2:16][CH2:17]Br.[H-].[Na+]. The catalyst is C1COCC1. The product is [Br:1][C:2]1[CH:10]=[C:9]2[C:5]([CH2:6][C:7]3([CH2:17][CH2:16][CH:15]([O:19][CH3:20])[CH2:14][CH2:13]3)[C:8]2=[O:11])=[CH:4][CH:3]=1. The yield is 0.0400. (2) The reactants are [C:1]([CH2:3][CH2:4][O:5][CH2:6][O:7][C@@H:8]1[C@H:12]([OH:13])[C@@H:11]([CH2:14][OH:15])[O:10][C@H:9]1[N:16]1[CH:23]=[CH:22][C:20]([NH2:21])=[N:19][C:17]1=[O:18])#[N:2].N1[CH:29]=[CH:28]C=CC=1.[CH3:30][O:31][C:32]1[CH:53]=[CH:52][C:35]([C:36](Cl)([C:45]2[CH:50]=[CH:49][CH:48]=[CH:47][CH:46]=2)[C:37]2[CH:42]=[CH:41][C:40]([O:43][CH3:44])=[CH:39][CH:38]=2)=[CH:34][CH:33]=1.C[OH:55]. No catalyst specified. The product is [C:28]([NH:21][C:20]1[CH:22]=[CH:23][N:16]([C@@H:9]2[O:10][C@H:11]([CH2:14][O:15][C:36]([C:45]3[CH:50]=[CH:49][CH:48]=[CH:47][CH:46]=3)([C:37]3[CH:42]=[CH:41][C:40]([O:43][CH3:44])=[CH:39][CH:38]=3)[C:35]3[CH:52]=[CH:53][C:32]([O:31][CH3:30])=[CH:33][CH:34]=3)[C@@H:12]([OH:13])[C@H:8]2[O:7][CH2:6][O:5][CH2:4][CH2:3][C:1]#[N:2])[C:17](=[O:18])[N:19]=1)(=[O:55])[CH3:29]. The yield is 0.830. (3) The reactants are [CH2:1]([C@H:8]([NH:19][C:20](=[O:43])[O:21][NH:22][C:23](=[O:42])[C@@H:24]([NH:29][C:30]([C:32]1[CH:41]=[CH:40][C:39]2[C:34](=[CH:35][CH:36]=[CH:37][CH:38]=2)[N:33]=1)=[O:31])[CH2:25][C:26]([NH2:28])=[O:27])[C@H:9]([OH:18])[CH2:10][NH:11][O:12][CH:13]1[CH2:17][CH2:16][CH2:15][CH2:14]1)[C:2]1[CH:7]=[CH:6][CH:5]=[CH:4][CH:3]=1.Cl[S:45]([C:48]1[CH:61]=[CH:60][C:51]2[NH:52][C:53]([NH:55][C:56](=[O:59])[O:57][CH3:58])=[N:54][C:50]=2[CH:49]=1)(=[O:47])=[O:46].C(N(C(C)C)CC)(C)C. The catalyst is O1CCCC1.CO. The product is [CH2:1]([C@H:8]([NH:19][C:20](=[O:43])[O:21][NH:22][C:23](=[O:42])[C@@H:24]([NH:29][C:30]([C:32]1[CH:41]=[CH:40][C:39]2[C:34](=[CH:35][CH:36]=[CH:37][CH:38]=2)[N:33]=1)=[O:31])[CH2:25][C:26]([NH2:28])=[O:27])[C@H:9]([OH:18])[CH2:10][N:11]([O:12][CH:13]1[CH2:14][CH2:15][CH2:16][CH2:17]1)[S:45]([C:48]1[CH:61]=[CH:60][C:51]2[NH:52][C:53]([NH:55][C:56]([O:57][CH3:58])=[O:59])=[N:54][C:50]=2[CH:49]=1)(=[O:47])=[O:46])[C:2]1[CH:7]=[CH:6][CH:5]=[CH:4][CH:3]=1. The yield is 0.170. (4) The reactants are [C:1]([O:5][C:6](=[O:30])[C:7]1[CH:12]=[CH:11][C:10]([C:13](=[O:28])/[CH:14]=[C:15](\[C:20]2[CH:25]=[C:24]([Cl:26])[CH:23]=[C:22]([Cl:27])[CH:21]=2)/[C:16]([F:19])([F:18])[F:17])=[CH:9][C:8]=1[CH3:29])([CH3:4])([CH3:3])[CH3:2].[Cl-].[NH4+].[N+:33]([CH3:36])([O-:35])=[O:34]. No catalyst specified. The product is [C:1]([O:5][C:6](=[O:30])[C:7]1[CH:12]=[CH:11][C:10]([C:13](=[O:28])[CH2:14][C@@:15]([C:20]2[CH:25]=[C:24]([Cl:26])[CH:23]=[C:22]([Cl:27])[CH:21]=2)([CH2:36][N+:33]([O-:35])=[O:34])[C:16]([F:17])([F:19])[F:18])=[CH:9][C:8]=1[CH3:29])([CH3:4])([CH3:3])[CH3:2]. The yield is 0.770.